This data is from hERG potassium channel inhibition data for cardiac toxicity prediction from Karim et al.. The task is: Regression/Classification. Given a drug SMILES string, predict its toxicity properties. Task type varies by dataset: regression for continuous values (e.g., LD50, hERG inhibition percentage) or binary classification for toxic/non-toxic outcomes (e.g., AMES mutagenicity, cardiotoxicity, hepatotoxicity). Dataset: herg_karim. (1) The molecule is NC1(C(=O)NC(CCCO)c2ccc(Cl)cc2)CCN(c2ncnc3[nH]ccc23)CC1. The result is 0 (non-blocker). (2) The result is 1 (blocker). The drug is CC(C)n1c(-c2ccc(OCCCN3CCCCC3)cc2)nc2ccccc2c1=O. (3) The molecule is CC(=N)N1CCC(Oc2ccc(N(Cc3ccc4ccc(C(=N)N)cc4c3)S(=O)(=O)CC(=O)O)cc2)CC1. The result is 0 (non-blocker). (4) The molecule is O=C(NCc1ccccc1)N(c1ccc(Br)cc1)C1CCN(Cc2ccnnc2)CC1. The result is 0 (non-blocker).